Dataset: Reaction yield outcomes from USPTO patents with 853,638 reactions. Task: Predict the reaction yield, written as a fraction of the theoretical maximum amount of product (1.0 means a 100% yield; for example, 0.34 means a 34% yield). (1) The reactants are [CH2:1]([N:3]1[C:7]2[CH:8]=[CH:9][CH:10]=[CH:11][C:6]=2[NH:5][CH:4]1[CH2:12][C:13]#[N:14])[CH3:2].Cl[C:16]1[CH:21]=[C:20]([Cl:22])[N:19]=[CH:18][N:17]=1. No catalyst specified. The product is [Cl:22][C:20]1[N:19]=[CH:18][N:17]=[C:16]([CH:12]([CH:4]2[N:3]([CH2:1][CH3:2])[C:7]3[CH:8]=[CH:9][CH:10]=[CH:11][C:6]=3[NH:5]2)[C:13]#[N:14])[CH:21]=1. The yield is 0.460. (2) The reactants are [Br:1][C:2]1[CH:3]=[N:4][C:5]2[C:10]([CH:11]=1)=[CH:9][C:8](OS(C(F)(F)F)(=O)=O)=[CH:7][CH:6]=2.C(N(C(C)C)CC)(C)C.CC1(C)C2C(=C(P(C3C=CC=CC=3)C3C=CC=CC=3)C=CC=2)OC2C(P(C3C=CC=CC=3)C3C=CC=CC=3)=CC=CC1=2.[CH3:71][C:72]1[CH:73]=[CH:74][C:75]2[N:76]([C:78]([SH:81])=[N:79][N:80]=2)[N:77]=1.C. The catalyst is CN(C=O)C.[Pd].[Pd].C(=CC(C=CC1C=CC=CC=1)=O)C1C=CC=CC=1.C(=CC(C=CC1C=CC=CC=1)=O)C1C=CC=CC=1.C(=CC(C=CC1C=CC=CC=1)=O)C1C=CC=CC=1. The product is [Br:1][C:2]1[CH:3]=[N:4][C:5]2[C:10]([CH:11]=1)=[CH:9][C:8]([S:81][C:78]1[N:76]3[N:77]=[C:72]([CH3:71])[CH:73]=[CH:74][C:75]3=[N:80][N:79]=1)=[CH:7][CH:6]=2. The yield is 0.580. (3) The reactants are Br[C:2]1[CH:7]=[CH:6][C:5]([C:8]2[N:12]([CH2:13][CH:14]([CH3:16])[CH3:15])[N:11]=[C:10]([C:17]([O:19][CH2:20][CH3:21])=[O:18])[CH:9]=2)=[CH:4][CH:3]=1.[CH3:22][S:23]([C:26]1[CH:27]=[C:28](B(O)O)[CH:29]=[CH:30][CH:31]=1)(=[O:25])=[O:24].C([O-])([O-])=O.[Na+].[Na+]. The product is [CH2:13]([N:12]1[C:8]([C:5]2[CH:6]=[CH:7][C:2]([C:30]3[CH:29]=[CH:28][CH:27]=[C:26]([S:23]([CH3:22])(=[O:25])=[O:24])[CH:31]=3)=[CH:3][CH:4]=2)=[CH:9][C:10]([C:17]([O:19][CH2:20][CH3:21])=[O:18])=[N:11]1)[CH:14]([CH3:16])[CH3:15]. The catalyst is O1CCOCC1.O.C1C=CC([P]([Pd]([P](C2C=CC=CC=2)(C2C=CC=CC=2)C2C=CC=CC=2)([P](C2C=CC=CC=2)(C2C=CC=CC=2)C2C=CC=CC=2)[P](C2C=CC=CC=2)(C2C=CC=CC=2)C2C=CC=CC=2)(C2C=CC=CC=2)C2C=CC=CC=2)=CC=1. The yield is 0.583. (4) The reactants are [F:1][C:2]([F:17])([S:13][CH2:14][CH2:15][OH:16])[C:3]([F:12])([F:11])[C:4]([F:10])([F:9])[C:5]([F:8])([F:7])[F:6].[Cl:18][CH:19]([CH2:23][Cl:24])[C:20](O)=[O:21]. The catalyst is C1CCCCC1.O.C1(C)C=CC(S(O)(=O)=O)=CC=1. The product is [Cl:18][CH:19]([CH2:23][Cl:24])[C:20]([O:16][CH2:15][CH2:14][S:13][C:2]([F:1])([F:17])[C:3]([F:12])([F:11])[C:4]([F:10])([F:9])[C:5]([F:8])([F:7])[F:6])=[O:21]. The yield is 0.965. (5) The reactants are [CH3:1][C:2]1[CH:7]=[CH:6][C:5]([N+:8]([O-:10])=[O:9])=[CH:4][C:3]=1[S:11]([O:14][CH2:15][C:16]([CH3:19])([CH3:18])[CH3:17])(=[O:13])=[O:12].C(OOC(=O)C1C=CC=CC=1)(=O)C1C=CC=CC=1.[Br:38]N1C(=O)CCC1=O. The catalyst is C(Cl)(Cl)(Cl)Cl.C(OCC)(=O)C. The product is [Br:38][CH2:1][C:2]1[CH:7]=[CH:6][C:5]([N+:8]([O-:10])=[O:9])=[CH:4][C:3]=1[S:11]([O:14][CH2:15][C:16]([CH3:19])([CH3:18])[CH3:17])(=[O:13])=[O:12]. The yield is 0.440. (6) The reactants are [N+:1]([C:4]1[C:9]([C:10]([F:13])([F:12])[F:11])=[CH:8][CH:7]=[CH:6][C:5]=1[OH:14])([O-])=O. The catalyst is C(O)C.[Pd]. The product is [NH2:1][C:4]1[C:9]([C:10]([F:11])([F:12])[F:13])=[CH:8][CH:7]=[CH:6][C:5]=1[OH:14]. The yield is 0.710. (7) The product is [CH3:35][O:34][C:12]1[CH:13]=[C:14]2[C:19](=[C:20]([CH3:21])[C:11]=1[O:10][C@H:40]1[C@@H:45]3[O:46][C:47](=[O:49])[O:48][C@@H:44]3[C@@H:43]([O:50][CH3:51])[C:42]([CH3:53])([CH3:52])[O:41]1)[O:18][C:17](=[O:22])[C:16]([NH:23][C:24](=[O:33])[O:25][CH2:26][C:27]1[CH:32]=[CH:31][CH:30]=[CH:29][CH:28]=1)=[CH:15]2. The reactants are B(F)(F)F.CCOCC.[OH:10][C:11]1[C:20]([CH3:21])=[C:19]2[C:14]([CH:15]=[C:16]([NH:23][C:24](=[O:33])[O:25][CH2:26][C:27]3[CH:32]=[CH:31][CH:30]=[CH:29][CH:28]=3)[C:17](=[O:22])[O:18]2)=[CH:13][C:12]=1[O:34][CH3:35].ClC(Cl)(Cl)C(=N)O[C@H:40]1[C@@H:45]2[O:46][C:47](=[O:49])[O:48][C@@H:44]2[C@@H:43]([O:50][CH3:51])[C:42]([CH3:53])([CH3:52])[O:41]1.C(N(CC)CC)C. The catalyst is C(Cl)Cl. The yield is 0.950. (8) The reactants are [CH3:1][O:2][C:3]1[CH:8]=[CH:7][CH:6]=[CH:5][C:4]=1[N:9]1[C:13](OS(C(F)(F)F)(=O)=O)=[CH:12][C:11]([CH:22]2[CH2:27][C:26]([CH3:29])([CH3:28])[O:25][C:24]([CH3:31])([CH3:30])[CH2:23]2)=[N:10]1.[Cl:32][C:33]1[CH:38]=[CH:37][C:36](B(O)O)=[CH:35][CH:34]=1.C([O-])([O-])=O.[Na+].[Na+].CCO. The catalyst is CCOC(C)=O.C1C=CC([P]([Pd]([P](C2C=CC=CC=2)(C2C=CC=CC=2)C2C=CC=CC=2)([P](C2C=CC=CC=2)(C2C=CC=CC=2)C2C=CC=CC=2)[P](C2C=CC=CC=2)(C2C=CC=CC=2)C2C=CC=CC=2)(C2C=CC=CC=2)C2C=CC=CC=2)=CC=1.C1(C)C=CC=CC=1. The product is [Cl:32][C:33]1[CH:38]=[CH:37][C:36]([C:13]2[N:9]([C:4]3[CH:5]=[CH:6][CH:7]=[CH:8][C:3]=3[O:2][CH3:1])[N:10]=[C:11]([CH:22]3[CH2:27][C:26]([CH3:29])([CH3:28])[O:25][C:24]([CH3:31])([CH3:30])[CH2:23]3)[CH:12]=2)=[CH:35][CH:34]=1. The yield is 0.660. (9) The reactants are [C:1]1([N:7]2[C:12](=[O:13])[C:11]3[S:14][CH:15]=[C:16]([C:17]4[CH:22]=[CH:21][CH:20]=[CH:19][CH:18]=4)[C:10]=3[N:9]=[CH:8]2)[CH:6]=[CH:5][CH:4]=[CH:3][CH:2]=1.NC1C(C2C=CC=C([F:35])C=2)=CSC=1C(OC)=O.C([O:47][CH2:48]C)(OCC)OCC.COC1C=CC(N)=CC=1. The catalyst is C(O)(=O)C. The product is [F:35][C:21]1[CH:22]=[C:17]([C:16]2[C:10]3[N:9]=[CH:8][N:7]([C:1]4[CH:6]=[CH:5][C:4]([O:47][CH3:48])=[CH:3][CH:2]=4)[C:12](=[O:13])[C:11]=3[S:14][CH:15]=2)[CH:18]=[CH:19][CH:20]=1. The yield is 0.390.